This data is from Reaction yield outcomes from USPTO patents with 853,638 reactions. The task is: Predict the reaction yield, written as a fraction of the theoretical maximum amount of product (1.0 means a 100% yield; for example, 0.34 means a 34% yield). The reactants are [CH3:1][O:2][C:3]1[CH:9]=[CH:8][C:6]([NH2:7])=[CH:5][CH:4]=1.C([O:12][CH:13]=[C:14]([C:20](OCC)=O)[C:15]([O:17][CH2:18][CH3:19])=[O:16])C.C(O)C. The catalyst is C1C=CC(C2C=CC=CC=2)=CC=1.C1C=CC(OC2C=CC=CC=2)=CC=1. The product is [CH2:18]([O:17][C:15]([C:14]1[CH:20]=[N:7][C:6]2[C:8]([C:13]=1[OH:12])=[CH:9][C:3]([O:2][CH3:1])=[CH:4][CH:5]=2)=[O:16])[CH3:19]. The yield is 0.780.